Dataset: Catalyst prediction with 721,799 reactions and 888 catalyst types from USPTO. Task: Predict which catalyst facilitates the given reaction. (1) Reactant: C[O:2][C:3](=[O:31])[CH2:4][C:5]1[C:6]([CH3:30])=[N:7][N:8]([CH2:11][C:12]2[CH:17]=[CH:16][C:15]([CH2:18][S:19][C:20]3[CH:25]=[CH:24][C:23]([C:26]([F:29])([F:28])[F:27])=[CH:22][CH:21]=3)=[CH:14][CH:13]=2)[C:9]=1[CH3:10].[OH-].[Na+].O.Cl. Product: [CH3:30][C:6]1[C:5]([CH2:4][C:3]([OH:31])=[O:2])=[C:9]([CH3:10])[N:8]([CH2:11][C:12]2[CH:13]=[CH:14][C:15]([CH2:18][S:19][C:20]3[CH:21]=[CH:22][C:23]([C:26]([F:29])([F:28])[F:27])=[CH:24][CH:25]=3)=[CH:16][CH:17]=2)[N:7]=1. The catalyst class is: 12. (2) Reactant: [CH2:1]([O:8][C:9](=[O:17])[CH2:10][CH2:11][C@@H:12]([C:14]([OH:16])=[O:15])N)[C:2]1[CH:7]=[CH:6][CH:5]=[CH:4][CH:3]=1.[Br-:18].[K+].N([O-])=O.[Na+].S(=O)(=O)(O)O. Product: [CH2:1]([O:8][C:9](=[O:17])[CH2:10][CH2:11][CH:12]([Br:18])[C:14]([OH:16])=[O:15])[C:2]1[CH:7]=[CH:6][CH:5]=[CH:4][CH:3]=1. The catalyst class is: 201. (3) Reactant: Br[C:2]1[C:11]2[O:10][CH:9]([CH3:12])[C:8](=[O:13])[NH:7][C:6]=2[CH:5]=[CH:4][CH:3]=1.[CH3:14][C:15]1[CH:20]=[C:19]([CH3:21])[CH:18]=[CH:17][C:16]=1B(O)O.C(=O)([O-])[O-].[Na+].[Na+]. Product: [CH3:14][C:15]1[CH:20]=[C:19]([CH3:21])[CH:18]=[CH:17][C:16]=1[C:2]1[C:11]2[O:10][CH:9]([CH3:12])[C:8](=[O:13])[NH:7][C:6]=2[CH:5]=[CH:4][CH:3]=1. The catalyst class is: 108.